This data is from Reaction yield outcomes from USPTO patents with 853,638 reactions. The task is: Predict the reaction yield, written as a fraction of the theoretical maximum amount of product (1.0 means a 100% yield; for example, 0.34 means a 34% yield). (1) The reactants are [CH3:1][N:2]([C@H:12]([C:14]1[CH:19]=[CH:18][CH:17]=[CH:16][CH:15]=1)[CH3:13])[C@H:3]([C:5]1[CH:6]=[C:7]([OH:11])[CH:8]=[CH:9][CH:10]=1)[CH3:4].[CH3:20]N(C)C=O.C[Br:26]. The catalyst is C(OCC)(=O)C. The product is [Br-:26].[OH:11][C:7]1[CH:6]=[C:5]([C@@H:3]([N+:2]([CH3:20])([CH3:1])[C@H:12]([C:14]2[CH:19]=[CH:18][CH:17]=[CH:16][CH:15]=2)[CH3:13])[CH3:4])[CH:10]=[CH:9][CH:8]=1. The yield is 0.890. (2) The reactants are [Cl:1][C:2]1[CH:7]=[C:6]([F:8])[CH:5]=[CH:4][C:3]=1[N:9]1[CH2:14][CH2:13][N:12]([CH2:15][CH2:16][CH2:17][CH:18]=[CH:19][C:20]2[N:29]=[C:28]3[C:23]([CH2:24][CH2:25][C:26](=[O:30])[NH:27]3)=[CH:22][CH:21]=2)[CH2:11][CH2:10]1.CCOCC. The catalyst is C1COCC1.[Ni]. The product is [Cl:1][C:2]1[CH:7]=[C:6]([F:8])[CH:5]=[CH:4][C:3]=1[N:9]1[CH2:10][CH2:11][N:12]([CH2:15][CH2:16][CH2:17][CH2:18][CH2:19][C:20]2[N:29]=[C:28]3[C:23]([CH2:24][CH2:25][C:26](=[O:30])[NH:27]3)=[CH:22][CH:21]=2)[CH2:13][CH2:14]1. The yield is 0.800. (3) The product is [CH2:9]([N:8]([CH2:1][C:2]1[CH:7]=[CH:6][CH:5]=[CH:4][CH:3]=1)[CH2:16][C@H:17]1[CH2:18][O:19]1)[C:10]1[CH:15]=[CH:14][CH:13]=[CH:12][CH:11]=1. The reactants are [CH2:1]([NH:8][CH2:9][C:10]1[CH:15]=[CH:14][CH:13]=[CH:12][CH:11]=1)[C:2]1[CH:7]=[CH:6][CH:5]=[CH:4][CH:3]=1.[CH3:16][CH:17]([OH:19])[CH3:18].C([C@H]1OC1)Cl.[OH-].[K+]. The catalyst is CCCCCC.O. The yield is 0.985. (4) The reactants are F[C:2]1[CH:3]=[C:4]2[C:9](=[CH:10][CH:11]=1)[C:8](=[O:12])[CH2:7][CH2:6][CH2:5]2.[C:13]1([SH:19])[CH:18]=[CH:17][CH:16]=[CH:15][CH:14]=1.C([O-])([O-])=O.[K+].[K+].O. The catalyst is CN1C(=O)CCC1.CCOC(C)=O. The product is [C:13]1([S:19][C:2]2[CH:3]=[C:4]3[C:9](=[CH:10][CH:11]=2)[C:8](=[O:12])[CH2:7][CH2:6][CH2:5]3)[CH:18]=[CH:17][CH:16]=[CH:15][CH:14]=1. The yield is 0.943. (5) The reactants are [C:1]([O:5][C:6]([N:8]1[CH2:13][CH2:12][N:11]([C:14]2[CH:19]=[C:18]([C:20]([O:22][CH3:23])=[O:21])[CH:17]=[C:16](Cl)[N:15]=2)[CH2:10][CH2:9]1)=[O:7])([CH3:4])([CH3:3])[CH3:2].[CH:25]1([NH:31][C:32]2[CH:37]=[C:36]([Sn](C)(C)C)[CH:35]=[CH:34][N:33]=2)[CH2:30][CH2:29][CH2:28][CH2:27][CH2:26]1.[F-].[Cs+]. The catalyst is O1CCOCC1.CC(C)([P](C(C)(C)C)([Pd][P](C(C)(C)C)(C(C)(C)C)C(C)(C)C)C(C)(C)C)C. The product is [CH3:23][O:22][C:20]([C:18]1[CH:19]=[C:14]([N:11]2[CH2:12][CH2:13][N:8]([C:6]([O:5][C:1]([CH3:4])([CH3:3])[CH3:2])=[O:7])[CH2:9][CH2:10]2)[N:15]=[C:16]([C:36]2[CH:35]=[CH:34][N:33]=[C:32]([NH:31][CH:25]3[CH2:30][CH2:29][CH2:28][CH2:27][CH2:26]3)[CH:37]=2)[CH:17]=1)=[O:21]. The yield is 0.780. (6) The reactants are [CH3:1][N:2]1[C:6]([C:7]2[C:16]3[C:11](=[CH:12][CH:13]=[CH:14][CH:15]=3)[C:10]([N:17]3[CH2:22][CH2:21][CH:20]([NH:23]C(=O)OC(C)(C)C)[CH2:19][CH2:18]3)=[N:9][N:8]=2)=[CH:5][CH:4]=[N:3]1.FC(F)(F)C(O)=O. The catalyst is C(Cl)Cl. The product is [CH3:1][N:2]1[C:6]([C:7]2[C:16]3[C:11](=[CH:12][CH:13]=[CH:14][CH:15]=3)[C:10]([N:17]3[CH2:22][CH2:21][CH:20]([NH2:23])[CH2:19][CH2:18]3)=[N:9][N:8]=2)=[CH:5][CH:4]=[N:3]1. The yield is 0.620.